This data is from Catalyst prediction with 721,799 reactions and 888 catalyst types from USPTO. The task is: Predict which catalyst facilitates the given reaction. (1) Reactant: [CH3:1][O:2][C:3]1[CH:4]=[C:5]([C:12]2[CH:17]=[CH:16][C:15]([N+:18]([O-:20])=[O:19])=[CH:14][CH:13]=2)[CH:6]=[CH:7][C:8]=1[C:9]([OH:11])=O.C(Cl)(=O)C(Cl)=O.Cl.[CH3:28][O:29][C:30](=[O:36])[C@H:31]([CH:33]([CH3:35])[CH3:34])[NH2:32].C(N(CC)CC)C. Product: [CH3:1][O:2][C:3]1[CH:4]=[C:5]([C:12]2[CH:17]=[CH:16][C:15]([N+:18]([O-:20])=[O:19])=[CH:14][CH:13]=2)[CH:6]=[CH:7][C:8]=1[C:9]([NH:32][C@H:31]([C:30]([O:29][CH3:28])=[O:36])[CH:33]([CH3:35])[CH3:34])=[O:11]. The catalyst class is: 59. (2) Reactant: [CH:1]1([CH2:7][C:8]([NH:10][C@@H:11]([C:45]([CH3:48])([CH3:47])[CH3:46])[C:12]([N:14]2[C@H:29]([C:30]([NH:32][C@@H:33]([CH2:42][CH2:43][CH3:44])[CH:34]([OH:41])[C:35]([NH:37][CH:38]3[CH2:40][CH2:39]3)=[O:36])=[O:31])[CH2:28][C@:16]3([O:20][C:19](=[O:21])[N:18]([C:22]4[CH:27]=[CH:26][CH:25]=[CH:24][CH:23]=4)[CH2:17]3)[CH2:15]2)=[O:13])=[O:9])[CH2:6][CH2:5][CH2:4][CH2:3][CH2:2]1.CC(OI1(OC(C)=O)(OC(C)=O)OC(=O)C2C=CC=CC1=2)=O.[O-]S([O-])(=S)=O.[Na+].[Na+]. Product: [CH:1]1([CH2:7][C:8]([NH:10][C@@H:11]([C:45]([CH3:46])([CH3:48])[CH3:47])[C:12]([N:14]2[C@H:29]([C:30]([NH:32][C@@H:33]([CH2:42][CH2:43][CH3:44])[C:34](=[O:41])[C:35]([NH:37][CH:38]3[CH2:40][CH2:39]3)=[O:36])=[O:31])[CH2:28][C@:16]3([O:20][C:19](=[O:21])[N:18]([C:22]4[CH:27]=[CH:26][CH:25]=[CH:24][CH:23]=4)[CH2:17]3)[CH2:15]2)=[O:13])=[O:9])[CH2:6][CH2:5][CH2:4][CH2:3][CH2:2]1. The catalyst class is: 2. (3) Reactant: [NH2:1][C:2]1[C:3]([C:12]([OH:14])=[O:13])=[CH:4][C:5]2[C:10]([CH:11]=1)=[CH:9][CH:8]=[CH:7][CH:6]=2.[Cl:15][C:16]1[CH:21]=[CH:20][CH:19]=[C:18]([CH3:22])[C:17]=1[N:23]=[C:24]=[O:25]. Product: [Cl:15][C:16]1[CH:21]=[CH:20][CH:19]=[C:18]([CH3:22])[C:17]=1[NH:23][C:24]([NH:1][C:2]1[C:3]([C:12]([OH:14])=[O:13])=[CH:4][C:5]2[C:10]([CH:11]=1)=[CH:9][CH:8]=[CH:7][CH:6]=2)=[O:25]. The catalyst class is: 58. (4) Reactant: [CH2:1]([O:3][C:4]([C:6]1[C:10]2[CH:11]=[CH:12][C:13]([O:15][C:16]3[CH:21]=[CH:20][N:19]=[C:18](Cl)[N:17]=3)=[CH:14][C:9]=2[O:8][N:7]=1)=[O:5])[CH3:2].CCN(CC)CC. Product: [CH2:1]([O:3][C:4]([C:6]1[C:10]2[CH:11]=[CH:12][C:13]([O:15][C:16]3[CH:21]=[CH:20][N:19]=[CH:18][N:17]=3)=[CH:14][C:9]=2[O:8][N:7]=1)=[O:5])[CH3:2]. The catalyst class is: 394.